This data is from Full USPTO retrosynthesis dataset with 1.9M reactions from patents (1976-2016). The task is: Predict the reactants needed to synthesize the given product. (1) Given the product [C:7]12([CH2:17][CH2:18][CH:4]([CH:3]=[O:2])[CH2:5][CH2:6]1)[C:16]1[C:11](=[CH:12][CH:13]=[CH:14][CH:15]=1)[CH:10]=[CH:9][O:8]2, predict the reactants needed to synthesize it. The reactants are: C[O:2][CH:3]=[C:4]1[CH2:18][CH2:17][C:7]2([C:16]3[C:11](=[CH:12][CH:13]=[CH:14][CH:15]=3)[CH:10]=[CH:9][O:8]2)[CH2:6][CH2:5]1.C1(C)C=CC(S(O)(=O)=O)=CC=1. (2) Given the product [C:3]([O:7][C:8]([N:10]1[CH2:11][CH2:12][N:13]([CH2:16][C:17]2[C:18]([O:29][C:30]([F:32])([F:33])[F:31])=[CH:19][C:20]([C:24]([O:26][CH2:27][CH3:28])=[O:25])=[C:21]([NH2:23])[C:22]=2[Br:1])[CH2:14][CH2:15]1)=[O:9])([CH3:4])([CH3:5])[CH3:6], predict the reactants needed to synthesize it. The reactants are: [Br:1]Br.[C:3]([O:7][C:8]([N:10]1[CH2:15][CH2:14][N:13]([CH2:16][C:17]2[CH:22]=[C:21]([NH2:23])[C:20]([C:24]([O:26][CH2:27][CH3:28])=[O:25])=[CH:19][C:18]=2[O:29][C:30]([F:33])([F:32])[F:31])[CH2:12][CH2:11]1)=[O:9])([CH3:6])([CH3:5])[CH3:4].CC(OC(OC(OC(C)(C)C)=O)=O)(C)C. (3) Given the product [F:39][C:29]1[CH:30]=[C:31]([C:35]([OH:38])([CH3:37])[CH3:36])[CH:32]=[C:33]([F:34])[C:28]=1[C:22]1[S:21][C:20]([NH:19][C:2]2[CH:3]=[CH:4][CH:5]=[C:6]([CH2:8][CH:9]([CH:11]3[CH2:16][CH2:15][S:14](=[O:18])(=[O:17])[CH2:13][CH2:12]3)[OH:10])[N:7]=2)=[C:24]([C:25]([NH2:27])=[O:26])[CH:23]=1, predict the reactants needed to synthesize it. The reactants are: Br[C:2]1[N:7]=[C:6]([CH2:8][CH:9]([CH:11]2[CH2:16][CH2:15][S:14](=[O:18])(=[O:17])[CH2:13][CH2:12]2)[OH:10])[CH:5]=[CH:4][CH:3]=1.[NH2:19][C:20]1[S:21][C:22]([C:28]2[C:33]([F:34])=[CH:32][C:31]([C:35]([OH:38])([CH3:37])[CH3:36])=[CH:30][C:29]=2[F:39])=[CH:23][C:24]=1[C:25]([NH2:27])=[O:26]. (4) Given the product [Cl:10][CH2:11][C:12]([NH:9][C:5]1[CH:6]=[CH:7][CH:8]=[C:3]([O:2][CH3:1])[CH:4]=1)=[O:13], predict the reactants needed to synthesize it. The reactants are: [CH3:1][O:2][C:3]1[CH:4]=[C:5]([NH2:9])[CH:6]=[CH:7][CH:8]=1.[Cl:10][CH2:11][C:12](Cl)=[O:13]. (5) Given the product [Cl:21][C:22]1[C:31]2[C:26](=[CH:27][CH:28]=[C:29]([C:32]([C:14]3[N:18]([CH3:19])[C:17]([CH3:20])=[N:16][CH:15]=3)([C:34]3[N:38]([CH3:39])[N:37]=[N:36][CH:35]=3)[OH:33])[CH:30]=2)[N:25]=[C:24]([O:40][CH3:41])[C:23]=1[CH2:42][N:43]1[CH2:44][CH2:45][N:46]([CH2:49][C:50]([F:53])([F:51])[F:52])[CH2:47][CH2:48]1, predict the reactants needed to synthesize it. The reactants are: C([Li])CCC.C(=O)=O.CC(C)=O.Br[C:14]1[N:18]([CH3:19])[C:17]([CH3:20])=[N:16][CH:15]=1.[Cl:21][C:22]1[C:31]2[C:26](=[CH:27][CH:28]=[C:29]([C:32]([C:34]3[N:38]([CH3:39])[N:37]=[N:36][CH:35]=3)=[O:33])[CH:30]=2)[N:25]=[C:24]([O:40][CH3:41])[C:23]=1[CH2:42][N:43]1[CH2:48][CH2:47][N:46]([CH2:49][C:50]([F:53])([F:52])[F:51])[CH2:45][CH2:44]1. (6) Given the product [CH3:34][NH:33][CH2:35][C@@H:36]([C@H:38]([C@@H:40]([C@@H:42]([CH2:44][OH:45])[OH:43])[OH:41])[OH:39])[OH:37].[S:1]1[C:5]([C:6]2[C:7]([O:27][CH3:28])=[CH:8][C:9]([O:25][CH3:26])=[C:10](/[CH:12]=[CH:13]/[C:14]([C:16]3[CH:24]=[CH:23][C:19]([C:20]([OH:22])=[O:21])=[CH:18][CH:17]=3)=[O:15])[CH:11]=2)=[CH:4][C:3]2[CH:29]=[CH:30][CH:31]=[CH:32][C:2]1=2, predict the reactants needed to synthesize it. The reactants are: [S:1]1[C:5]([C:6]2[C:7]([O:27][CH3:28])=[CH:8][C:9]([O:25][CH3:26])=[C:10](/[CH:12]=[CH:13]/[C:14]([C:16]3[CH:24]=[CH:23][C:19]([C:20]([OH:22])=[O:21])=[CH:18][CH:17]=3)=[O:15])[CH:11]=2)=[CH:4][C:3]2[CH:29]=[CH:30][CH:31]=[CH:32][C:2]1=2.[NH:33]([CH2:35][C@@H:36]([C@H:38]([C@@H:40]([C@@H:42]([CH2:44][OH:45])[OH:43])[OH:41])[OH:39])[OH:37])[CH3:34].C(O)(=O)C1C=CC=CC=1.C(O)C. (7) Given the product [Br:1][C:2]1[N:3]=[C:4]([C:7]2[N:14]([CH:11]3[CH2:13][CH2:12]3)[CH:15]=[N:10][N:9]=2)[S:5][CH:6]=1, predict the reactants needed to synthesize it. The reactants are: [Br:1][C:2]1[N:3]=[C:4]([C:7]([NH:9][NH2:10])=O)[S:5][CH:6]=1.[CH:11]1([NH2:14])[CH2:13][CH2:12]1.[C:15](O)(=O)C. (8) Given the product [CH3:26][O:25][C:22]1[CH:23]=[CH:24][C:19]2[CH2:18][C@@H:14]([CH2:47][C:48]([O:50][CH3:51])=[O:49])[C:40](=[O:42])[N:28]([CH2:29][C:30]3[CH:31]=[CH:32][C:33]([C:36]([F:37])([F:38])[F:39])=[CH:34][CH:35]=3)[CH2:27][C:20]=2[CH:21]=1, predict the reactants needed to synthesize it. The reactants are: C([C@@H]1COC(=O)N1[C@:14]([CH2:47][C:48]([O:50][CH3:51])=[O:49])([CH2:18][C:19]1[CH:24]=[CH:23][C:22]([O:25][CH3:26])=[CH:21][C:20]=1[CH2:27][N:28]([C:40]([O:42]C(C)(C)C)=O)[CH2:29][C:30]1[CH:35]=[CH:34][C:33]([C:36]([F:39])([F:38])[F:37])=[CH:32][CH:31]=1)C(N)=O)C1C=CC=CC=1.OO.O[Li].O.S([O-])([O-])=O.[Na+].[Na+].Cl.C(N(CC)CC)C.C([O-])(O)=O.[Na+].C1(P(N=[N+]=[N-])(C2C=CC=CC=2)=O)C=CC=CC=1. (9) Given the product [I:18][C:2]1[C:10]([Cl:11])=[CH:9][C:5]([C:6]([OH:8])=[O:7])=[C:4]([O:12][CH3:13])[CH:3]=1, predict the reactants needed to synthesize it. The reactants are: N[C:2]1[C:10]([Cl:11])=[CH:9][C:5]([C:6]([OH:8])=[O:7])=[C:4]([O:12][CH3:13])[CH:3]=1.N([O-])=O.[Na+].[I-:18].[K+].II.